This data is from Catalyst prediction with 721,799 reactions and 888 catalyst types from USPTO. The task is: Predict which catalyst facilitates the given reaction. (1) Reactant: Br[C:2]1[C:10]2[C:9]([NH:11][C@H:12]([C:14]3[N:19]([C:20]4[CH:25]=[CH:24][CH:23]=[CH:22][CH:21]=4)[C:18](=[O:26])[C:17]4=[C:27]([CH3:30])[CH:28]=[CH:29][N:16]4[N:15]=3)[CH3:13])=[N:8][CH:7]=[N:6][C:5]=2[N:4]([CH2:31][O:32][CH2:33][CH2:34][Si:35]([CH3:38])([CH3:37])[CH3:36])[CH:3]=1.[CH3:39][O:40][C:41]1[CH:46]=[CH:45][CH:44]=[CH:43][C:42]=1B(O)O.C(=O)([O-])[O-].[Na+].[Na+]. Product: [CH3:39][O:40][C:41]1[CH:46]=[CH:45][CH:44]=[CH:43][C:42]=1[C:2]1[C:10]2[C:9]([NH:11][C@H:12]([C:14]3[N:19]([C:20]4[CH:25]=[CH:24][CH:23]=[CH:22][CH:21]=4)[C:18](=[O:26])[C:17]4=[C:27]([CH3:30])[CH:28]=[CH:29][N:16]4[N:15]=3)[CH3:13])=[N:8][CH:7]=[N:6][C:5]=2[N:4]([CH2:31][O:32][CH2:33][CH2:34][Si:35]([CH3:38])([CH3:37])[CH3:36])[CH:3]=1. The catalyst class is: 235. (2) Reactant: [OH:1][CH:2]1[CH2:6][CH2:5][N:4]([C:7]([O:9][CH2:10][C:11]2[CH:16]=[CH:15][CH:14]=[CH:13][CH:12]=2)=[O:8])[CH2:3]1.[Cr](Cl)([O-])(=O)=O.[NH+]1C=CC=CC=1. Product: [O:1]=[C:2]1[CH2:6][CH2:5][N:4]([C:7]([O:9][CH2:10][C:11]2[CH:16]=[CH:15][CH:14]=[CH:13][CH:12]=2)=[O:8])[CH2:3]1. The catalyst class is: 2. (3) Reactant: [C:1]([O:5][C:6](=[O:22])[NH:7][C:8]1[CH:13]=[CH:12][C:11]([NH:14][C:15]2[CH:20]=[C:19](Cl)[N:18]=[CH:17][N:16]=2)=[CH:10][CH:9]=1)([CH3:4])([CH3:3])[CH3:2].[F:23][C:24]1[CH:29]=[CH:28][C:27](B(O)O)=[CH:26][CH:25]=1.C([O-])([O-])=O.[Na+].[Na+].[Na+].[Cl-]. Product: [C:1]([O:5][C:6](=[O:22])[NH:7][C:8]1[CH:13]=[CH:12][C:11]([NH:14][C:15]2[CH:20]=[C:19]([C:27]3[CH:28]=[CH:29][C:24]([F:23])=[CH:25][CH:26]=3)[N:18]=[CH:17][N:16]=2)=[CH:10][CH:9]=1)([CH3:4])([CH3:3])[CH3:2]. The catalyst class is: 12. (4) Reactant: [OH:1][CH2:2][CH2:3][NH:4][C:5]1[C:14]2[C:9](=[CH:10][CH:11]=[CH:12][CH:13]=2)[N:8]=[CH:7][CH:6]=1.[H-].[Na+].C[N:18]([CH:20]=[O:21])[CH3:19]. Product: [N:8]1[C:9]2[C:14](=[CH:13][CH:12]=[CH:11][CH:10]=2)[C:5]([NH:4][CH2:3][CH2:2][O:1][C:13]2[CH:14]=[C:9]3[C:10]([CH:19]=[N:18][C:20](=[O:21])[NH:8]3)=[CH:11][CH:12]=2)=[CH:6][CH:7]=1. The catalyst class is: 13. (5) Reactant: [Cl:1][C:2]1[CH:10]=[C:9]2[C:5]([C:6](C=C([N+]([O-])=O)C)=[CH:7][NH:8]2)=[CH:4][C:3]=1[F:17].[H-].[Al+3].[Li+].[H-].[H-].[H-]. Product: [Cl:1][C:2]1[CH:10]=[C:9]2[C:5]([C:6]([NH:8][CH:9]([CH3:10])[CH3:5])=[CH:7][NH:8]2)=[CH:4][C:3]=1[F:17]. The catalyst class is: 7.